From a dataset of Reaction yield outcomes from USPTO patents with 853,638 reactions. Predict the reaction yield, written as a fraction of the theoretical maximum amount of product (1.0 means a 100% yield; for example, 0.34 means a 34% yield). (1) The reactants are [CH3:1][O:2][C:3]1[CH:4]=[C:5]2[C:10](=[CH:11][C:12]=1[O:13][CH3:14])[N:9]=[CH:8][N:7]=[C:6]2[O:15][C:16]1[CH:22]=[CH:21][C:19]([NH2:20])=[CH:18][CH:17]=1.C1(C)C=CC=CC=1.C(N(CC)CC)C.Cl[C:38](Cl)([O:40]C(=O)OC(Cl)(Cl)Cl)Cl.[CH3:49][C:50]1[CH:58]=[CH:57][C:53]([CH:54]([OH:56])[CH3:55])=[CH:52][CH:51]=1. The catalyst is C(Cl)Cl. The product is [CH3:1][O:2][C:3]1[CH:4]=[C:5]2[C:10](=[CH:11][C:12]=1[O:13][CH3:14])[N:9]=[CH:8][N:7]=[C:6]2[O:15][C:16]1[CH:22]=[CH:21][C:19]([NH:20][C:38](=[O:40])[O:56][CH:54]([C:53]2[CH:57]=[CH:58][C:50]([CH3:49])=[CH:51][CH:52]=2)[CH3:55])=[CH:18][CH:17]=1. The yield is 0.670. (2) The yield is 0.440. The reactants are I[CH2:2][C@@H:3]([CH3:16])[CH2:4][N:5]1[C:14]2[C:9](=[CH:10][CH:11]=[CH:12][CH:13]=2)[CH:8]=[CH:7][C:6]1=[O:15].[CH2:17]([CH:21]1[CH2:26][CH2:25][NH:24][CH2:23][CH2:22]1)[CH2:18][CH2:19][CH3:20].CC#N.CCOC(C)=O. The catalyst is O. The product is [CH2:17]([CH:21]1[CH2:26][CH2:25][N:24]([CH2:2][C@@H:3]([CH3:16])[CH2:4][N:5]2[C:14]3[C:9](=[CH:10][CH:11]=[CH:12][CH:13]=3)[CH:8]=[CH:7][C:6]2=[O:15])[CH2:23][CH2:22]1)[CH2:18][CH2:19][CH3:20].